This data is from Catalyst prediction with 721,799 reactions and 888 catalyst types from USPTO. The task is: Predict which catalyst facilitates the given reaction. (1) Reactant: [H-].[Na+].[C:3]([O:10][CH2:11][CH3:12])(=[O:9])[C:4]([O:6]CC)=O.[CH3:13][C:14]1[C:19]([N+:20]([O-:22])=[O:21])=[CH:18][CH:17]=[CH:16][C:15]=1[CH2:23][CH2:24][N:25]([CH2:29][CH2:30][CH3:31])[CH2:26][CH2:27][CH3:28]. Product: [CH2:11]([O:10][C:3](=[O:9])[C:4]([CH2:13][C:14]1[C:15]([CH2:23][CH2:24][N:25]([CH2:29][CH2:30][CH3:31])[CH2:26][CH2:27][CH3:28])=[CH:16][CH:17]=[CH:18][C:19]=1[N+:20]([O-:22])=[O:21])=[O:6])[CH3:12]. The catalyst class is: 1. (2) Reactant: [NH:1]1[CH2:5][CH2:4][CH2:3][CH2:2]1.Cl[CH2:7][CH2:8][CH2:9][OH:10].C(=O)([O-])[O-].[K+].[K+]. Product: [OH:10][CH2:9][CH2:8][CH2:7][N:1]1[CH2:5][CH2:4][CH2:3][CH2:2]1. The catalyst class is: 10. (3) Reactant: [Cl:1][C:2]1[CH:9]=[CH:8][C:5]([CH2:6][NH2:7])=[CH:4][CH:3]=1.C[O-].[Na+].[CH3:13][N:14]1[C:19]2[CH:20]=[CH:21][C:22]([CH2:24][N:25]3[CH2:30][CH2:29][O:28][CH2:27][CH2:26]3)=[CH:23][C:18]=2[S:17](=[O:32])(=[O:31])[C:16]([C:33](OC)=[O:34])=[N:15]1. Product: [Cl:1][C:2]1[CH:9]=[CH:8][C:5]([CH2:6][NH:7][C:33]([C:16]2[S:17](=[O:31])(=[O:32])[C:18]3[CH:23]=[C:22]([CH2:24][N:25]4[CH2:30][CH2:29][O:28][CH2:27][CH2:26]4)[CH:21]=[CH:20][C:19]=3[N:14]([CH3:13])[N:15]=2)=[O:34])=[CH:4][CH:3]=1. The catalyst class is: 5. (4) Reactant: [CH2:1]([N:8]1[CH2:14][CH:13]([CH3:15])[C:12](=[O:16])[N:11]([CH3:17])[C:10]2[CH:18]=[N:19][C:20](Cl)=[N:21][C:9]1=2)[C:2]1[CH:7]=[CH:6][CH:5]=[CH:4][CH:3]=1.[NH2:23][C:24]1[CH:39]=[CH:38][C:27]([C:28]([NH:30][CH:31]2[CH2:36][CH2:35][N:34]([CH3:37])[CH2:33][CH2:32]2)=[O:29])=[CH:26][C:25]=1[O:40][CH3:41].O.C1(C)C=CC(S(O)(=O)=O)=CC=1. Product: [CH2:1]([N:8]1[CH2:14][CH:13]([CH3:15])[C:12](=[O:16])[N:11]([CH3:17])[C:10]2[CH:18]=[N:19][C:20]([NH:23][C:24]3[CH:39]=[CH:38][C:27]([C:28]([NH:30][CH:31]4[CH2:32][CH2:33][N:34]([CH3:37])[CH2:35][CH2:36]4)=[O:29])=[CH:26][C:25]=3[O:40][CH3:41])=[N:21][C:9]1=2)[C:2]1[CH:7]=[CH:6][CH:5]=[CH:4][CH:3]=1. The catalyst class is: 41. (5) Reactant: CS(O[CH2:6][C:7]1[CH:16]=[CH:15][C:14]2[C@H:13]([NH:17]C(OC(C)(C)C)=O)[CH2:12][CH2:11][CH2:10][C:9]=2[CH:8]=1)(=O)=O.[F:25][CH:26]1[CH2:31][CH2:30][NH:29][CH2:28][CH2:27]1.Cl.C([O-])([O-])=O.[K+].[K+]. Product: [F:25][CH:26]1[CH2:31][CH2:30][N:29]([CH2:6][C:7]2[CH:8]=[C:9]3[C:14](=[CH:15][CH:16]=2)[C@H:13]([NH2:17])[CH2:12][CH2:11][CH2:10]3)[CH2:28][CH2:27]1. The catalyst class is: 1. (6) Reactant: [C:1]([O:5][C:6]([N:8]1[CH2:13][CH2:12][CH:11]([N:14]2[C:18]3=[N:19][CH:20]=[N:21][C:22](Cl)=[C:17]3[CH:16]=[N:15]2)[CH2:10][CH2:9]1)=[O:7])([CH3:4])([CH3:3])[CH3:2].[C:24]([C:26]1[CH:31]=[CH:30][C:29]([OH:32])=[CH:28][CH:27]=1)#[N:25]. Product: [C:1]([O:5][C:6]([N:8]1[CH2:13][CH2:12][CH:11]([N:14]2[C:18]3=[N:19][CH:20]=[N:21][C:22]([O:32][C:29]4[CH:30]=[CH:31][C:26]([C:24]#[N:25])=[CH:27][CH:28]=4)=[C:17]3[CH:16]=[N:15]2)[CH2:10][CH2:9]1)=[O:7])([CH3:4])([CH3:3])[CH3:2]. The catalyst class is: 10. (7) Reactant: [CH3:1][CH2:2][C:3]([C:6]([O:8][C@@H:9]1[C@@H:14]2[C@@H:15]([CH2:20][CH2:21][C@H:22]3[O:28][C:26](=[O:27])[CH2:25][C@H:24]([OH:29])[CH2:23]3)[C@@H:16]([CH3:19])[CH:17]=[CH:18][C:13]2=[CH:12][C@H:11]([CH3:30])[CH2:10]1)=[O:7])([CH3:5])[CH3:4].[OH-].[Ca+2:32].[OH-]. Product: [CH3:1][CH2:2][C:3]([C:6]([O:8][C@@H:9]1[C@@H:14]2[C@@H:15]([CH2:20][CH2:21][C@H:22]3[O:28][C:26](=[O:27])[CH2:25][C@H:24]([OH:29])[CH2:23]3)[C@@H:16]([CH3:19])[CH:17]=[CH:18][C:13]2=[CH:12][C@H:11]([CH3:30])[CH2:10]1)=[O:7])([CH3:5])[CH3:4].[Ca:32]. The catalyst class is: 30. (8) Reactant: [F:1][C:2]1[CH:7]=[CH:6][C:5]([C:8]([CH:10]2[CH2:15][CH2:14][NH:13][CH2:12][CH2:11]2)=[O:9])=[CH:4][CH:3]=1.[CH:16](O)=O.C=O.[OH-].[K+]. Product: [F:1][C:2]1[CH:7]=[CH:6][C:5]([C:8]([CH:10]2[CH2:15][CH2:14][N:13]([CH3:16])[CH2:12][CH2:11]2)=[O:9])=[CH:4][CH:3]=1. The catalyst class is: 6. (9) Reactant: Cl.[C:2]([O:6][C:7](=[O:11])[C@H:8]([CH3:10])[NH2:9])([CH3:5])([CH3:4])[CH3:3].[C:12](N1C=CN=C1)(N1C=CN=C1)=[O:13].N1C=CN=C1.Cl.[OH:30][CH2:31][CH2:32][NH:33][CH2:34][CH2:35][CH:36]1[CH2:41][CH2:40][CH2:39][CH2:38][CH2:37]1.C(O)(=O)CC(CC(O)=O)(C(O)=O)O. Product: [CH:36]1([CH2:35][CH2:34][N:33]([CH2:32][CH2:31][OH:30])[C:12](=[O:13])[NH:9][C@@H:8]([CH3:10])[C:7]([O:6][C:2]([CH3:5])([CH3:4])[CH3:3])=[O:11])[CH2:41][CH2:40][CH2:39][CH2:38][CH2:37]1. The catalyst class is: 7. (10) Reactant: [CH2:1]([O:8][C:9]([NH:11][C:12]1[C:13]([C:25](O)=[O:26])=[N:14][C:15]2[C:20]([CH:21]=1)=[CH:19][C:18]([F:22])=[C:17]([CH:23]=[CH2:24])[CH:16]=2)=[O:10])[C:2]1[CH:7]=[CH:6][CH:5]=[CH:4][CH:3]=1.[NH2:28][C:29]1[CH:30]=[N:31][CH:32]=[CH:33][C:34]=1[N:35]1[CH2:40][CH2:39][CH2:38][C@H:37]([NH:41][C:42](=[O:51])[O:43][CH2:44][C:45]2[CH:50]=[CH:49][CH:48]=[CH:47][CH:46]=2)[CH2:36]1.CN(C(ON1N=NC2C=CC=NC1=2)=[N+](C)C)C.F[P-](F)(F)(F)(F)F.CCN(C(C)C)C(C)C. Product: [CH2:1]([O:8][C:9]([NH:11][C:12]1[C:13]([C:25]([NH:28][C:29]2[CH:30]=[N:31][CH:32]=[CH:33][C:34]=2[N:35]2[CH2:40][CH2:39][CH2:38][C@H:37]([NH:41][C:42](=[O:51])[O:43][CH2:44][C:45]3[CH:46]=[CH:47][CH:48]=[CH:49][CH:50]=3)[CH2:36]2)=[O:26])=[N:14][C:15]2[C:20]([CH:21]=1)=[CH:19][C:18]([F:22])=[C:17]([CH:23]=[CH2:24])[CH:16]=2)=[O:10])[C:2]1[CH:7]=[CH:6][CH:5]=[CH:4][CH:3]=1. The catalyst class is: 3.